Dataset: Catalyst prediction with 721,799 reactions and 888 catalyst types from USPTO. Task: Predict which catalyst facilitates the given reaction. (1) Reactant: [H-].[Na+].[F:3][C:4]1[C:9]([F:10])=[CH:8][CH:7]=[CH:6][C:5]=1[CH2:11][S:12][C:13]1[N:18]=[C:17]([NH:19][S:20]([N:23]2[CH2:26][CH2:25][CH2:24]2)(=[O:22])=[O:21])[CH:16]=[C:15]([O:27][CH3:28])[N:14]=1.[CH3:29][O:30][C:31]1[CH:38]=[CH:37][C:34]([CH2:35]Cl)=[CH:33][CH:32]=1.[I-].[K+]. Product: [F:3][C:4]1[C:9]([F:10])=[CH:8][CH:7]=[CH:6][C:5]=1[CH2:11][S:12][C:13]1[N:18]=[C:17]([N:19]([CH2:35][C:34]2[CH:37]=[CH:38][C:31]([O:30][CH3:29])=[CH:32][CH:33]=2)[S:20]([N:23]2[CH2:24][CH2:25][CH2:26]2)(=[O:22])=[O:21])[CH:16]=[C:15]([O:27][CH3:28])[N:14]=1. The catalyst class is: 3. (2) Reactant: C(OC(=O)[NH:7][CH2:8][CH2:9][CH2:10][NH:11][CH:12]([C:16]1[N:17]([CH2:27][C:28]2[CH:33]=[CH:32][CH:31]=[CH:30][CH:29]=2)[C:18](=[O:26])[C:19]2[C:24]([CH3:25])=[N:23][S:22][C:20]=2[N:21]=1)[CH:13]([CH3:15])[CH3:14])(C)(C)C.[C:35]1([CH3:44])[CH:40]=[CH:39][C:38]([C:41](Cl)=[O:42])=[CH:37][CH:36]=1. Product: [NH2:7][CH2:8][CH2:9][CH2:10][N:11]([CH:12]([C:16]1[N:17]([CH2:27][C:28]2[CH:33]=[CH:32][CH:31]=[CH:30][CH:29]=2)[C:18](=[O:26])[C:19]2[C:24]([CH3:25])=[N:23][S:22][C:20]=2[N:21]=1)[CH:13]([CH3:14])[CH3:15])[C:41](=[O:42])[C:38]1[CH:39]=[CH:40][C:35]([CH3:44])=[CH:36][CH:37]=1. The catalyst class is: 529.